Dataset: CYP2D6 inhibition data for predicting drug metabolism from PubChem BioAssay. Task: Regression/Classification. Given a drug SMILES string, predict its absorption, distribution, metabolism, or excretion properties. Task type varies by dataset: regression for continuous measurements (e.g., permeability, clearance, half-life) or binary classification for categorical outcomes (e.g., BBB penetration, CYP inhibition). Dataset: cyp2d6_veith. (1) The drug is CCOC(=O)N/N=C1/C[C@@H](O)[C@@H](O)[C@@H]2[C@@H]3C(=O)N(C[C@@H]4CCCO4)C(=O)[C@H]3CC[C@@H]12. The result is 0 (non-inhibitor). (2) The drug is O=[As](O)(O)c1ccc([As](=O)(O)O)cc1. The result is 0 (non-inhibitor). (3) The compound is Cn1c(=O)c2[nH]c(-c3ccccc3)nc2n(C)c1=O. The result is 0 (non-inhibitor).